Dataset: Aqueous solubility values for 9,982 compounds from the AqSolDB database. Task: Regression/Classification. Given a drug SMILES string, predict its absorption, distribution, metabolism, or excretion properties. Task type varies by dataset: regression for continuous measurements (e.g., permeability, clearance, half-life) or binary classification for categorical outcomes (e.g., BBB penetration, CYP inhibition). For this dataset (solubility_aqsoldb), we predict Y. (1) The compound is O=C(O)CCCNC(=O)c1ccccc1. The Y is -1.20 log mol/L. (2) The molecule is COc1cc(C=O)ccc1OC(=O)C(C)C. The Y is -2.59 log mol/L. (3) The Y is -5.77 log mol/L. The molecule is Cc1cc(CCC(=O)OCCOCCOCCOC(=O)CCc2cc(C)c(O)c(C(C)(C)C)c2)cc(C(C)(C)C)c1O. (4) The compound is CCCCl. The Y is -1.45 log mol/L. (5) The molecule is NC(=O)c1ccc(NC(=O)c2ccc(N)cc2)cc1. The Y is -4.92 log mol/L.